Predict the reactants needed to synthesize the given product. From a dataset of Retrosynthesis with 50K atom-mapped reactions and 10 reaction types from USPTO. Given the product COc1ccc2ncc3c(c2c1)CC(C(O)[C@H]1CC[C@H](NC(=O)OC(C)(C)C)CC1)O3, predict the reactants needed to synthesize it. The reactants are: COc1ccc2ncc(Cl)c(CC(O)C(O)[C@H]3CC[C@H](NC(=O)OC(C)(C)C)CC3)c2c1.